Task: Predict which catalyst facilitates the given reaction.. Dataset: Catalyst prediction with 721,799 reactions and 888 catalyst types from USPTO (1) Reactant: [C:1]([C:4]1[C:22](=[O:23])[C@@:8]2([CH3:24])[C:9]3[C:15]([OH:16])=[CH:14][C:13]([O:17][CH3:18])=[C:12]([C:19]([NH2:21])=[O:20])[C:10]=3[O:11][C:7]2=[CH:6][C:5]=1[OH:25])(=[O:3])[CH3:2].[CH3:26][C:27]1[C:34]([CH3:35])=[CH:33][C:32]([CH3:36])=[C:31]([CH2:37][CH2:38][CH3:39])[C:28]=1[CH:29]=O.C([SiH](CC)CC)C.FC(F)(F)C(O)=O. Product: [C:1]([C:4]1[C:22](=[O:23])[C@@:8]2([CH3:24])[C:9]3[C:15]([OH:16])=[CH:14][C:13]([O:17][CH3:18])=[C:12]([C:19]([NH:21][CH2:29][C:28]4[C:31]([CH2:37][CH2:38][CH3:39])=[C:32]([CH3:36])[CH:33]=[C:34]([CH3:35])[C:27]=4[CH3:26])=[O:20])[C:10]=3[O:11][C:7]2=[CH:6][C:5]=1[OH:25])(=[O:3])[CH3:2]. The catalyst class is: 10. (2) Reactant: [N:1]1([C:7]([C:9]2[CH:14]=[CH:13][CH:12]=[CH:11][C:10]=2[C:15]([F:18])([F:17])[F:16])=[O:8])[CH2:6][CH2:5][NH:4][CH2:3][CH2:2]1.[ClH:19]. Product: [ClH:19].[N:1]1([C:7]([C:9]2[CH:14]=[CH:13][CH:12]=[CH:11][C:10]=2[C:15]([F:17])([F:16])[F:18])=[O:8])[CH2:6][CH2:5][NH:4][CH2:3][CH2:2]1. The catalyst class is: 27.